From a dataset of Forward reaction prediction with 1.9M reactions from USPTO patents (1976-2016). Predict the product of the given reaction. Given the reactants [Cl:1][C:2]1[CH:7]=[CH:6][C:5]([CH:8]2[C:13]3[N:14]4[N:19]=[C:18]([CH3:20])[S:17][C:15]4=[N:16][C:12]=3[CH2:11][CH2:10][N:9]2[C:21](=[O:32])[CH2:22][O:23][C:24]2[CH:29]=[CH:28][C:27](I)=[CH:26][C:25]=2[Cl:31])=[C:4]([F:33])[CH:3]=1.[CH:34]1([S:37]([NH2:40])(=[O:39])=[O:38])[CH2:36][CH2:35]1, predict the reaction product. The product is: [Cl:31][C:25]1[CH:26]=[C:27]([NH:40][S:37]([CH:34]2[CH2:36][CH2:35]2)(=[O:39])=[O:38])[CH:28]=[CH:29][C:24]=1[O:23][CH2:22][C:21]([N:9]1[CH2:10][CH2:11][C:12]2[N:16]=[C:15]3[S:17][C:18]([CH3:20])=[N:19][N:14]3[C:13]=2[CH:8]1[C:5]1[CH:6]=[CH:7][C:2]([Cl:1])=[CH:3][C:4]=1[F:33])=[O:32].